From a dataset of Cav3 T-type calcium channel HTS with 100,875 compounds. Binary Classification. Given a drug SMILES string, predict its activity (active/inactive) in a high-throughput screening assay against a specified biological target. The molecule is o1c(nc2c1cccc2)C1CCN(CC1)C(=O)Nc1cc(cc(c1)C)C. The result is 0 (inactive).